Dataset: Peptide-MHC class II binding affinity with 134,281 pairs from IEDB. Task: Regression. Given a peptide amino acid sequence and an MHC pseudo amino acid sequence, predict their binding affinity value. This is MHC class II binding data. (1) The peptide sequence is KSYVKSKLKLLKGSE. The MHC is DRB1_0301 with pseudo-sequence DRB1_0301. The binding affinity (normalized) is 0.167. (2) The peptide sequence is IIAGTPEVHAVKPGA. The MHC is HLA-DQA10401-DQB10402 with pseudo-sequence HLA-DQA10401-DQB10402. The binding affinity (normalized) is 0.173. (3) The peptide sequence is KYVKQNTLKLAT. The MHC is DRB5_0101 with pseudo-sequence DRB5_0101. The binding affinity (normalized) is 0.872. (4) The peptide sequence is REKKLSEFGKAKGSR. The binding affinity (normalized) is 0.787. The MHC is DRB1_1101 with pseudo-sequence DRB1_1101. (5) The peptide sequence is IITPTNVSHIQSAVV. The MHC is DRB5_0101 with pseudo-sequence DRB5_0101. The binding affinity (normalized) is 0.401. (6) The peptide sequence is LIKTLQSKLSRNFTK. The MHC is H-2-IAb with pseudo-sequence H-2-IAb. The binding affinity (normalized) is 0.